Dataset: Forward reaction prediction with 1.9M reactions from USPTO patents (1976-2016). Task: Predict the product of the given reaction. Given the reactants [N:1]([CH2:4][C@@H:5]([NH:7][C:8]1[CH:27]=[CH:26][C:25]([C:28]#[N:29])=[CH:24][C:9]=1[C:10]([NH:12][CH2:13][C:14]1[CH:19]=[CH:18][C:17]([O:20][CH3:21])=[C:16]([O:22][CH3:23])[CH:15]=1)=[O:11])[CH3:6])=[N+]=[N-], predict the reaction product. The product is: [NH2:1][CH2:4][C@@H:5]([NH:7][C:8]1[CH:27]=[CH:26][C:25]([C:28]#[N:29])=[CH:24][C:9]=1[C:10]([NH:12][CH2:13][C:14]1[CH:19]=[CH:18][C:17]([O:20][CH3:21])=[C:16]([O:22][CH3:23])[CH:15]=1)=[O:11])[CH3:6].